This data is from Forward reaction prediction with 1.9M reactions from USPTO patents (1976-2016). The task is: Predict the product of the given reaction. Given the reactants Cl.[CH3:2][O:3][C:4](=[O:15])[C@@H:5]([NH2:14])[CH2:6][C:7]([F:13])([F:12])[CH2:8][CH:9]([CH3:11])[CH3:10].C(NC(C)C)(C)C.[N:23]1([C:29](Cl)=[O:30])[CH2:28][CH2:27][O:26][CH2:25][CH2:24]1, predict the reaction product. The product is: [CH3:2][O:3][C:4](=[O:15])[C@@H:5]([NH:14][C:29]([N:23]1[CH2:28][CH2:27][O:26][CH2:25][CH2:24]1)=[O:30])[CH2:6][C:7]([F:13])([F:12])[CH2:8][CH:9]([CH3:10])[CH3:11].